Dataset: Reaction yield outcomes from USPTO patents with 853,638 reactions. Task: Predict the reaction yield, written as a fraction of the theoretical maximum amount of product (1.0 means a 100% yield; for example, 0.34 means a 34% yield). (1) The reactants are O[CH2:2][C:3](=[CH2:9])[C:4]([O:6][CH2:7][CH3:8])=[O:5].CCN(S(F)(F)[F:16])CC.C([O-])(O)=O.[Na+].C(OCC)(=O)C. The catalyst is C(Cl)Cl. The product is [F:16][CH2:2][C:3](=[CH2:9])[C:4]([O:6][CH2:7][CH3:8])=[O:5]. The yield is 0.560. (2) The reactants are [NH2:1][C:2]1[N:7]=[C:6]2[O:8][C:9]3[C:14]([CH2:15][C:5]2=[C:4]([NH2:19])[C:3]=1[C:20]#[N:21])=[CH:13][C:12]([N+:16]([O-])=O)=[CH:11][CH:10]=3. The catalyst is CN(C)C=O.[Pd]. The product is [NH2:1][C:2]1[N:7]=[C:6]2[O:8][C:9]3[C:14]([CH2:15][C:5]2=[C:4]([NH2:19])[C:3]=1[C:20]#[N:21])=[CH:13][C:12]([NH2:16])=[CH:11][CH:10]=3. The yield is 0.790.